From a dataset of Forward reaction prediction with 1.9M reactions from USPTO patents (1976-2016). Predict the product of the given reaction. (1) Given the reactants [C:1]([C:9]1[CH:10]=[N:11][C:12]2[C:17]([C:18]=1[C:19]1[CH:20]=[C:21]([NH:25][CH2:26][C:27]3[CH:32]=[CH:31][C:30]([CH2:33][C:34]([O:36]C)=[O:35])=[CH:29][CH:28]=3)[CH:22]=[CH:23][CH:24]=1)=[CH:16][CH:15]=[CH:14][C:13]=2[C:38]([F:41])([F:40])[F:39])(=[O:8])[C:2]1[CH:7]=[CH:6][CH:5]=[CH:4][CH:3]=1.O.[OH-].[Li+].C(O)(=O)C, predict the reaction product. The product is: [C:1]([C:9]1[CH:10]=[N:11][C:12]2[C:17]([C:18]=1[C:19]1[CH:20]=[C:21]([NH:25][CH2:26][C:27]3[CH:28]=[CH:29][C:30]([CH2:33][C:34]([OH:36])=[O:35])=[CH:31][CH:32]=3)[CH:22]=[CH:23][CH:24]=1)=[CH:16][CH:15]=[CH:14][C:13]=2[C:38]([F:39])([F:40])[F:41])(=[O:8])[C:2]1[CH:7]=[CH:6][CH:5]=[CH:4][CH:3]=1. (2) Given the reactants C([O:3][C:4]([C:6]1([C:27]([O:29]CC)=[O:28])[CH2:9][N:8]([CH2:10][C:11]2[CH:16]=[CH:15][C:14]([CH2:17][CH2:18][CH2:19][CH2:20][CH2:21][CH2:22][CH2:23][CH2:24][CH2:25][CH3:26])=[CH:13][CH:12]=2)[CH2:7]1)=[O:5])C.[OH-].[Na+], predict the reaction product. The product is: [CH2:17]([C:14]1[CH:13]=[CH:12][C:11]([CH2:10][N:8]2[CH2:7][C:6]([C:4]([OH:5])=[O:3])([C:27]([OH:29])=[O:28])[CH2:9]2)=[CH:16][CH:15]=1)[CH2:18][CH2:19][CH2:20][CH2:21][CH2:22][CH2:23][CH2:24][CH2:25][CH3:26]. (3) The product is: [CH3:1][O:2][C:3]1[CH:8]=[CH:7][CH:6]=[CH:5][C:4]=1[N:9]1[CH2:14][CH2:13][N:12]([CH2:15][C@H:16]([NH:24][C:39]([C:33]2([CH3:32])[CH2:38][CH2:37][CH2:36][CH2:35][CH2:34]2)=[O:40])[CH2:17][C:18]2[CH:19]=[CH:20][N:21]=[CH:22][CH:23]=2)[CH2:11][CH2:10]1. Given the reactants [CH3:1][O:2][C:3]1[CH:8]=[CH:7][CH:6]=[CH:5][C:4]=1[N:9]1[CH2:14][CH2:13][N:12]([CH2:15][C@H:16]([NH2:24])[CH2:17][C:18]2[CH:23]=[CH:22][N:21]=[CH:20][CH:19]=2)[CH2:11][CH2:10]1.C(N(CC)CC)C.[CH3:32][C:33]1([C:39](Cl)=[O:40])[CH2:38][CH2:37][CH2:36][CH2:35][CH2:34]1, predict the reaction product. (4) Given the reactants [N:1]1([CH2:8][CH2:9][O:10][C:11]2[CH:16]=[CH:15][C:14]([C:17]([C:19]3[C:28]4[C:23](=[CH:24][C:25]([O:29]C)=[CH:26][CH:27]=4)[CH:22]=[CH:21][C:20]=3[C:31]3[C:36]([F:37])=[CH:35][CH:34]=[C:33]([F:38])[C:32]=3[F:39])=[O:18])=[CH:13][CH:12]=2)[CH2:7][CH2:6][CH2:5][CH2:4][CH2:3][CH2:2]1.B(Br)(Br)Br.N1(CCOC2C=CC(C(C3C4C(=CC(O)=CC=4)C=CC=3C3C(F)=CC(F)=CC=3F)=O)=CC=2)CCCCCC1, predict the reaction product. The product is: [N:1]1([CH2:8][CH2:9][O:10][C:11]2[CH:16]=[CH:15][C:14]([C:17]([C:19]3[C:28]4[C:23](=[CH:24][C:25]([OH:29])=[CH:26][CH:27]=4)[CH:22]=[CH:21][C:20]=3[C:31]3[C:36]([F:37])=[CH:35][CH:34]=[C:33]([F:38])[C:32]=3[F:39])=[O:18])=[CH:13][CH:12]=2)[CH2:7][CH2:6][CH2:5][CH2:4][CH2:3][CH2:2]1. (5) Given the reactants C[O:2][C:3](=[O:39])[CH2:4][C:5]1[CH:6]=[C:7]([C:13]2[CH:18]=[CH:17][C:16]([C:19]([F:22])([F:21])[F:20])=[CH:15][C:14]=2[CH2:23][N:24]([C:27]([O:29][CH2:30][C:31]2[CH:36]=[C:35]([Cl:37])[CH:34]=[C:33]([Cl:38])[CH:32]=2)=[O:28])[CH2:25][CH3:26])[C:8]([O:11][CH3:12])=[CH:9][CH:10]=1.[OH-].[Na+].Cl, predict the reaction product. The product is: [Cl:37][C:35]1[CH:36]=[C:31]([CH:32]=[C:33]([Cl:38])[CH:34]=1)[CH2:30][O:29][C:27]([N:24]([CH2:23][C:14]1[CH:15]=[C:16]([C:19]([F:21])([F:22])[F:20])[CH:17]=[CH:18][C:13]=1[C:7]1[C:8]([O:11][CH3:12])=[CH:9][CH:10]=[C:5]([CH2:4][C:3]([OH:39])=[O:2])[CH:6]=1)[CH2:25][CH3:26])=[O:28].